Dataset: Forward reaction prediction with 1.9M reactions from USPTO patents (1976-2016). Task: Predict the product of the given reaction. (1) Given the reactants [Cl:1][C:2]1[CH:7]=[CH:6][C:5](B2OC(C)(C)C(C)(C)O2)=[CH:4][N:3]=1.[O-]P([O-])([O-])=O.[K+].[K+].[K+].C(Cl)Cl.[CH3:28][Si:29]([CH3:69])([CH3:68])[CH2:30][CH2:31][O:32][CH2:33][N:34]([CH2:60][O:61][CH2:62][CH2:63][Si:64]([CH3:67])([CH3:66])[CH3:65])[C:35]1[N:40]2[N:41]=[CH:42][C:43](I)=[C:39]2[N:38]=[C:37]([CH:45]2[CH2:51][CH:50]3[N:52]([C:53]([O:55][C:56]([CH3:59])([CH3:58])[CH3:57])=[O:54])[CH:47]([CH2:48][CH2:49]3)[CH2:46]2)[CH:36]=1, predict the reaction product. The product is: [CH3:67][Si:64]([CH3:65])([CH3:66])[CH2:63][CH2:62][O:61][CH2:60][N:34]([CH2:33][O:32][CH2:31][CH2:30][Si:29]([CH3:28])([CH3:69])[CH3:68])[C:35]1[N:40]2[N:41]=[CH:42][C:43]([C:5]3[CH:4]=[N:3][C:2]([Cl:1])=[CH:7][CH:6]=3)=[C:39]2[N:38]=[C:37]([CH:45]2[CH2:51][CH:50]3[N:52]([C:53]([O:55][C:56]([CH3:59])([CH3:58])[CH3:57])=[O:54])[CH:47]([CH2:48][CH2:49]3)[CH2:46]2)[CH:36]=1. (2) Given the reactants [CH:1](O)=[O:2].C(OC(=O)C)(=O)C.[NH2:11][C:12]1[CH:20]=[CH:19][C:15]([C:16]([OH:18])=[O:17])=[CH:14][C:13]=1[Cl:21], predict the reaction product. The product is: [Cl:21][C:13]1[CH:14]=[C:15]([CH:19]=[CH:20][C:12]=1[NH:11][CH:1]=[O:2])[C:16]([OH:18])=[O:17]. (3) Given the reactants C(OC([N:11](C(OCC1C=CC=CC=1)=O)[CH2:12][CH2:13][CH2:14][CH2:15][C:16]#[C:17][C:18]([OH:24])([CH3:23])[C:19]([OH:22])([CH3:21])[CH3:20])=O)C1C=CC=CC=1, predict the reaction product. The product is: [NH2:11][CH2:12][CH2:13][CH2:14][CH2:15][CH2:16][CH2:17][C:18]([OH:24])([CH3:23])[C:19]([OH:22])([CH3:20])[CH3:21]. (4) Given the reactants [CH2:1]([S:3]([OH:6])(=[O:5])=[O:4])[CH3:2].[CH3:7][CH:8]([CH3:24])[CH2:9][N:10]1[C:22]2[C:21]3[N:20]=[CH:19][CH:18]=[CH:17][C:16]=3[N:15]=[C:14]([NH2:23])[C:13]=2[N:12]=[CH:11]1.O.C(O)(C)C, predict the reaction product. The product is: [OH2:4].[CH2:1]([S:3]([OH:6])(=[O:5])=[O:4])[CH3:2].[CH3:7][CH:8]([CH3:24])[CH2:9][N:10]1[C:22]2[C:21]3[N:20]=[CH:19][CH:18]=[CH:17][C:16]=3[N:15]=[C:14]([NH2:23])[C:13]=2[N:12]=[CH:11]1. (5) Given the reactants [C:1]([N:8]1[CH2:14][CH2:13][CH2:12][C@H:9]1[CH2:10][OH:11])([O:3][C:4]([CH3:7])([CH3:6])[CH3:5])=[O:2].O[C:16]1[CH:26]=[CH:25][C:19]([C:20]([O:22][CH2:23][CH3:24])=[O:21])=[CH:18][CH:17]=1.C1(P(C2C=CC=CC=2)C2C=CC=CC=2)C=CC=CC=1.N(C(OCC)=O)=NC(OCC)=O, predict the reaction product. The product is: [C:4]([O:3][C:1]([N:8]1[CH2:14][CH2:13][CH2:12][C@H:9]1[CH2:10][O:11][C:16]1[CH:26]=[CH:25][C:19]([C:20]([O:22][CH2:23][CH3:24])=[O:21])=[CH:18][CH:17]=1)=[O:2])([CH3:7])([CH3:6])[CH3:5].